Task: Predict which catalyst facilitates the given reaction.. Dataset: Catalyst prediction with 721,799 reactions and 888 catalyst types from USPTO Reactant: Cl.[OH:2][C@@H:3]1[CH2:8][NH:7][C@H:6]([C:9]([O:11][CH3:12])=[O:10])[CH2:5][CH2:4]1.C(N(CC)CC)C.[F:20][C:21]([F:32])([F:31])[C:22](O[C:22](=[O:23])[C:21]([F:32])([F:31])[F:20])=[O:23].O. Product: [OH:2][C@@H:3]1[CH2:8][N:7]([C:22](=[O:23])[C:21]([F:32])([F:31])[F:20])[C@H:6]([C:9]([O:11][CH3:12])=[O:10])[CH2:5][CH2:4]1. The catalyst class is: 7.